From a dataset of Reaction yield outcomes from USPTO patents with 853,638 reactions. Predict the reaction yield, written as a fraction of the theoretical maximum amount of product (1.0 means a 100% yield; for example, 0.34 means a 34% yield). (1) The reactants are Br[C:2]1[CH:11]=[CH:10][CH:9]=[CH:8][C:3]=1[C:4]([O:6][CH3:7])=[O:5].[NH:12]1[CH2:17][CH2:16][NH:15][CH2:14][CH2:13]1.C([O-])([O-])=O.[K+].[K+]. The product is [C:4]([C:3]1[CH:8]=[CH:9][CH:10]=[CH:11][C:2]=1[N:12]1[CH2:17][CH2:16][NH:15][CH2:14][CH2:13]1)([O:6][CH3:7])=[O:5]. The yield is 0.260. The catalyst is O1OCCCC1. (2) The reactants are [F:1][C:2]([F:16])([F:15])[O:3][C:4]1[CH:12]=[C:11]([CH:13]=[CH2:14])[CH:10]=[CH:9][C:5]=1[C:6]([OH:8])=[O:7].Br[CH:18]([C:23]1[CH:28]=[C:27]([Cl:29])[C:26]([F:30])=[C:25]([Cl:31])[CH:24]=1)[C:19]([F:22])([F:21])[F:20].N1C=CC=CC=1C1C=CC=CN=1. The catalyst is CN1CCCC1.O.[Cu]Cl. The product is [Cl:29][C:27]1[CH:28]=[C:23]([CH:18]([C:19]([F:22])([F:21])[F:20])/[CH:14]=[CH:13]/[C:11]2[CH:10]=[CH:9][C:5]([C:6]([OH:8])=[O:7])=[C:4]([O:3][C:2]([F:15])([F:16])[F:1])[CH:12]=2)[CH:24]=[C:25]([Cl:31])[C:26]=1[F:30]. The yield is 0.210.